Dataset: Catalyst prediction with 721,799 reactions and 888 catalyst types from USPTO. Task: Predict which catalyst facilitates the given reaction. (1) Reactant: C1(C)C=CC(S([N:10]([CH2:20][CH2:21][N:22](S(C2C=CC(C)=CC=2)(=O)=O)[CH2:23][CH2:24][N:25](S(C2C=CC(C)=CC=2)(=O)=O)[CH2:26][CH2:27][CH2:28][CH2:29][CH2:30][CH2:31][CH2:32][CH2:33][CH2:34][N:35](S(C2C=CC(C)=CC=2)(=O)=O)[CH2:36][CH2:37][N:38](S(C2C=CC(C)=CC=2)(=O)=O)[CH2:39][CH2:40][N:41](S(C2C=CC(C)=CC=2)(=O)=O)[CH2:42][CH3:43])[CH2:11][CH2:12][O:13][CH2:14][CH2:15][O:16][CH2:17][CH2:18][OH:19])(=O)=O)=CC=1.[Na+].[Na+].P(=O)(O)([O-])[O-].Cl. Product: [CH2:18]([OH:19])[CH2:17][O:16][CH2:15][CH2:14][O:13][CH2:12][CH2:11][NH:10][CH2:20][CH2:21][NH:22][CH2:23][CH2:24][NH:25][CH2:26][CH2:27][CH2:28][CH2:29][CH2:30][CH2:31][CH2:32][CH2:33][CH2:34][NH:35][CH2:36][CH2:37][NH:38][CH2:39][CH2:40][NH:41][CH2:42][CH3:43]. The catalyst class is: 71. (2) Reactant: [C:1]([C:4]1[C:28](=[O:29])[C@@:8]2([CH3:30])[C:9]3[C:15]([OH:16])=[CH:14][C:13]([O:17][CH2:18][C:19]4[CH:24]=[CH:23][CH:22]=[CH:21][CH:20]=4)=[C:12]([C:25]([NH2:27])=[O:26])[C:10]=3[O:11][C:7]2=[CH:6][C:5]=1[OH:31])(=[O:3])[CH3:2].[CH3:32][C:33]1[CH:42]=[CH:41][C:40]2[C:35](=[CH:36][CH:37]=[CH:38][CH:39]=2)[C:34]=1[CH:43]=O.C([SiH](CC)CC)C.FC(F)(F)C(O)=O. Product: [C:1]([C:4]1[C:28](=[O:29])[C@@:8]2([CH3:30])[C:9]3[C:15]([OH:16])=[CH:14][C:13]([O:17][CH2:18][C:19]4[CH:24]=[CH:23][CH:22]=[CH:21][CH:20]=4)=[C:12]([C:25]([NH:27][CH2:43][C:34]4[C:35]5[C:40](=[CH:39][CH:38]=[CH:37][CH:36]=5)[CH:41]=[CH:42][C:33]=4[CH3:32])=[O:26])[C:10]=3[O:11][C:7]2=[CH:6][C:5]=1[OH:31])(=[O:3])[CH3:2]. The catalyst class is: 10. (3) Reactant: [CH:1]1([NH:7][C:8]2[N:9]([C:17]3[CH:22]=[CH:21][CH:20]=[CH:19][CH:18]=3)[N:10]=[C:11]3[C:16]=2[CH:15]=[CH:14][CH:13]=[CH:12]3)[CH2:6][CH2:5][CH2:4][CH2:3][CH2:2]1.[CH3:23][O:24][C:25](=[O:36])[C:26]1[CH:31]=[CH:30][C:29]([N:32]=[C:33]=[O:34])=[C:28]([Cl:35])[CH:27]=1. Product: [CH3:23][O:24][C:25](=[O:36])[C:26]1[CH:31]=[CH:30][C:29]([NH:32][C:33]([N:7]([CH:1]2[CH2:6][CH2:5][CH2:4][CH2:3][CH2:2]2)[C:8]2[N:9]([C:17]3[CH:18]=[CH:19][CH:20]=[CH:21][CH:22]=3)[N:10]=[C:11]3[C:16]=2[CH:15]=[CH:14][CH:13]=[CH:12]3)=[O:34])=[C:28]([Cl:35])[CH:27]=1. The catalyst class is: 11. (4) Reactant: [OH:1][C:2]1[C:9]([CH3:10])=[CH:8][C:5]([CH:6]=[O:7])=[CH:4][C:3]=1[CH3:11].C([O-])([O-])=O.[K+].[K+].Br[CH2:19][C@H:20]1[NH:24][C:23](=[O:25])[CH2:22][CH2:21]1. Product: [CH3:10][C:9]1[CH:8]=[C:5]([CH:4]=[C:3]([CH3:11])[C:2]=1[O:1][CH2:19][C@@H:20]1[CH2:21][CH2:22][C:23](=[O:25])[NH:24]1)[CH:6]=[O:7]. The catalyst class is: 3. (5) Reactant: IC.[Cl:3][C:4]1[N:9]=[C:8]([NH:10][C:11]2[CH:16]=[C:15]([O:17][CH3:18])[CH:14]=[CH:13][C:12]=2[CH2:19][OH:20])[CH:7]=[CH:6][N:5]=1.[C:21](=O)([O-])[O-].[K+].[K+]. Product: [Cl:3][C:4]1[N:9]=[C:8]([N:10]([CH3:21])[C:11]2[CH:16]=[C:15]([O:17][CH3:18])[CH:14]=[CH:13][C:12]=2[CH2:19][OH:20])[CH:7]=[CH:6][N:5]=1. The catalyst class is: 3. (6) Reactant: Cl[C:2]([O:4][CH2:5][CH:6]=[CH2:7])=[O:3].[NH2:8][C:9]1[CH:14]=[C:13]([O:15][Si:16]([CH:23]([CH3:25])[CH3:24])([CH:20]([CH3:22])[CH3:21])[CH:17]([CH3:19])[CH3:18])[C:12]([O:26][CH3:27])=[CH:11][C:10]=1[C:28]([N:30]1[CH:34]=[C:33](/[CH:35]=[CH:36]/[CH3:37])[CH2:32][C@H:31]1[CH2:38][O:39][Si:40]([C:43]([CH3:46])([CH3:45])[CH3:44])([CH3:42])[CH3:41])=[O:29].N1C=CC=CC=1. Product: [Si:40]([O:39][CH2:38][C@@H:31]1[CH2:32][C:33](/[CH:35]=[CH:36]/[CH3:37])=[CH:34][N:30]1[C:28]([C:10]1[CH:11]=[C:12]([O:26][CH3:27])[C:13]([O:15][Si:16]([CH:17]([CH3:19])[CH3:18])([CH:23]([CH3:25])[CH3:24])[CH:20]([CH3:21])[CH3:22])=[CH:14][C:9]=1[NH:8][C:2](=[O:3])[O:4][CH2:5][CH:6]=[CH2:7])=[O:29])([C:43]([CH3:44])([CH3:46])[CH3:45])([CH3:41])[CH3:42]. The catalyst class is: 2.